From a dataset of TCR-epitope binding with 47,182 pairs between 192 epitopes and 23,139 TCRs. Binary Classification. Given a T-cell receptor sequence (or CDR3 region) and an epitope sequence, predict whether binding occurs between them. (1) The epitope is LPAADLDDF. The TCR CDR3 sequence is CASSLAFGTSGGEQYF. Result: 0 (the TCR does not bind to the epitope). (2) The epitope is RLRPGGKKR. The TCR CDR3 sequence is CSVWGEGRSYEQYF. Result: 0 (the TCR does not bind to the epitope).